From a dataset of Catalyst prediction with 721,799 reactions and 888 catalyst types from USPTO. Predict which catalyst facilitates the given reaction. (1) Reactant: C(NC(C)C)(C)C.C([Li])CCC.C([N-]C(C)C)(C)C.[Li+].[Si:21]([O:28][CH2:29][C:30]1[C:38]2[O:37][N:36]=[C:35]([CH3:39])[C:34]=2[CH:33]=[CH:32][C:31]=1[C:40]1[CH:45]=[CH:44][CH:43]=[CH:42][N:41]=1)([C:24]([CH3:27])([CH3:26])[CH3:25])([CH3:23])[CH3:22].I[CH2:47][CH:48]1[CH2:53][CH2:52][N:51]([C:54]([O:56][C:57]([CH3:60])([CH3:59])[CH3:58])=[O:55])[CH2:50][CH2:49]1.[Cl-].[NH4+]. Product: [Si:21]([O:28][CH2:29][C:30]1[C:38]2[O:37][N:36]=[C:35]([CH2:39][CH2:47][CH:48]3[CH2:53][CH2:52][N:51]([C:54]([O:56][C:57]([CH3:58])([CH3:60])[CH3:59])=[O:55])[CH2:50][CH2:49]3)[C:34]=2[CH:33]=[CH:32][C:31]=1[C:40]1[CH:45]=[CH:44][CH:43]=[CH:42][N:41]=1)([C:24]([CH3:27])([CH3:25])[CH3:26])([CH3:22])[CH3:23]. The catalyst class is: 355. (2) Reactant: [NH2:1][C:2]1[N:7]=[C:6](Br)[C:5]([C:9]#[N:10])=[C:4]([S:11][CH3:12])[N:3]=1.[C:13]1([OH:19])[CH:18]=[CH:17][CH:16]=[CH:15][CH:14]=1.C1CCN2C(=NCCC2)CC1.O. Product: [NH2:1][C:2]1[N:3]=[C:4]([S:11][CH3:12])[C:5]([C:9]#[N:10])=[C:6]([O:19][C:13]2[CH:18]=[CH:17][CH:16]=[CH:15][CH:14]=2)[N:7]=1. The catalyst class is: 57. (3) Reactant: Cl[C:2]1[N:7]=[CH:6][N:5]=[C:4]([C:8]2[CH:9]=[CH:10][C:11]([O:16][CH:17]3[CH2:22][CH2:21][O:20][CH2:19][CH2:18]3)=[C:12]([CH:15]=2)[C:13]#[N:14])[N:3]=1.[CH3:23][O:24][C:25]1[CH:26]=[C:27]([CH:29]=[CH:30][C:31]=1[N:32]1[CH2:37][CH2:36][N:35]([CH3:38])[CH2:34][CH2:33]1)[NH2:28].C(N(CC)C(C)C)(C)C. Product: [CH3:23][O:24][C:25]1[CH:26]=[C:27]([NH:28][C:2]2[N:7]=[CH:6][N:5]=[C:4]([C:8]3[CH:9]=[CH:10][C:11]([O:16][CH:17]4[CH2:22][CH2:21][O:20][CH2:19][CH2:18]4)=[C:12]([CH:15]=3)[C:13]#[N:14])[N:3]=2)[CH:29]=[CH:30][C:31]=1[N:32]1[CH2:33][CH2:34][N:35]([CH3:38])[CH2:36][CH2:37]1. The catalyst class is: 10. (4) Reactant: [CH3:1][N:2]1[CH2:8][C:7]2[CH:9]=[C:10](B3OC(C)(C)C(C)(C)O3)[CH:11]=[CH:12][C:6]=2[O:5][CH2:4][CH2:3]1.I[C:23]1[C:31]2[C:26](=[CH:27][CH:28]=[C:29]([NH:32][C:33](=[O:45])[CH:34]([N:40]3[CH2:44][CH2:43][CH2:42][CH2:41]3)[C:35]3[CH:39]=[CH:38][S:37][CH:36]=3)[CH:30]=2)[NH:25][N:24]=1.[Li+].[Cl-].C([O-])([O-])=O.[Na+].[Na+]. Product: [CH3:1][N:2]1[CH2:8][C:7]2[CH:9]=[C:10]([C:23]3[C:31]4[C:26](=[CH:27][CH:28]=[C:29]([NH:32][C:33](=[O:45])[CH:34]([N:40]5[CH2:44][CH2:43][CH2:42][CH2:41]5)[C:35]5[CH:39]=[CH:38][S:37][CH:36]=5)[CH:30]=4)[NH:25][N:24]=3)[CH:11]=[CH:12][C:6]=2[O:5][CH2:4][CH2:3]1. The catalyst class is: 203. (5) Reactant: [F:1][CH:2]1[CH2:7][CH2:6][N:5]([CH:8]2[CH2:13][CH2:12][N:11](C(OC(C)(C)C)=O)[CH2:10][CH2:9]2)[CH2:4][CH2:3]1. Product: [F:1][CH:2]1[CH2:3][CH2:4][N:5]([CH:8]2[CH2:13][CH2:12][NH:11][CH2:10][CH2:9]2)[CH2:6][CH2:7]1. The catalyst class is: 89. (6) Reactant: [CH3:1][C:2]1[N:7]=[CH:6][C:5]([C:8]#[C:9][Si](C)(C)C)=[CH:4][N:3]=1.C(=O)([O-])[O-].[K+].[K+]. Product: [C:8]([C:5]1[CH:4]=[N:3][C:2]([CH3:1])=[N:7][CH:6]=1)#[CH:9]. The catalyst class is: 5. (7) Reactant: [CH3:1][O:2][C:3]([NH:5][CH:6]([C:10]([CH3:13])([CH3:12])[CH3:11])[C:7]([OH:9])=O)=[O:4].C1C=CC2N(O)N=NC=2C=1.Cl.Cl.Cl.[CH3:27][O:28][C:29](=[O:77])[NH:30][CH:31]([C:35]([N:37]1[CH:43]([C:44]2[NH:45][C:46]([C:49]3[CH:58]=[CH:57][C:56]4[C:51](=[CH:52][CH:53]=[C:54]([C:59]5[CH:64]=[CH:63][C:62]([C:65]6[NH:66][C:67]([CH:70]7[CH2:74][CH:73]([C:75]#[N:76])[CH2:72][NH:71]7)=[N:68][CH:69]=6)=[CH:61][CH:60]=5)[CH:55]=4)[CH:50]=3)=[CH:47][N:48]=2)[CH2:42][C:39]2([CH2:41][CH2:40]2)[CH2:38]1)=[O:36])[CH:32]([CH3:34])[CH3:33].CN1CCOCC1. Product: [CH3:1][O:2][C:3](=[O:4])[NH:5][CH:6]([C:7]([N:71]1[CH2:72][CH:73]([C:75]#[N:76])[CH2:74][CH:70]1[C:67]1[NH:66][C:65]([C:62]2[CH:63]=[CH:64][C:59]([C:54]3[CH:53]=[CH:52][C:51]4[C:56](=[CH:57][CH:58]=[C:49]([C:46]5[NH:45][C:44]([CH:43]6[CH2:42][C:39]7([CH2:41][CH2:40]7)[CH2:38][N:37]6[C:35](=[O:36])[CH:31]([NH:30][C:29]([O:28][CH3:27])=[O:77])[CH:32]([CH3:34])[CH3:33])=[N:48][CH:47]=5)[CH:50]=4)[CH:55]=3)=[CH:60][CH:61]=2)=[CH:69][N:68]=1)=[O:9])[C:10]([CH3:13])([CH3:12])[CH3:11]. The catalyst class is: 31.